Dataset: Merck oncology drug combination screen with 23,052 pairs across 39 cell lines. Task: Regression. Given two drug SMILES strings and cell line genomic features, predict the synergy score measuring deviation from expected non-interaction effect. (1) Drug 1: CS(=O)(=O)CCNCc1ccc(-c2ccc3ncnc(Nc4ccc(OCc5cccc(F)c5)c(Cl)c4)c3c2)o1. Drug 2: Cn1c(=O)n(-c2ccc(C(C)(C)C#N)cc2)c2c3cc(-c4cnc5ccccc5c4)ccc3ncc21. Cell line: ES2. Synergy scores: synergy=10.9. (2) Drug 1: O=S1(=O)NC2(CN1CC(F)(F)F)C1CCC2Cc2cc(C=CCN3CCC(C(F)(F)F)CC3)ccc2C1. Drug 2: CN(Cc1cnc2nc(N)nc(N)c2n1)c1ccc(C(=O)NC(CCC(=O)O)C(=O)O)cc1. Cell line: DLD1. Synergy scores: synergy=-1.43. (3) Drug 1: O=C(NOCC(O)CO)c1ccc(F)c(F)c1Nc1ccc(I)cc1F. Drug 2: NC1CCCCC1N.O=C(O)C(=O)O.[Pt+2]. Cell line: NCIH520. Synergy scores: synergy=-10.3. (4) Drug 1: CN(C)C(=N)N=C(N)N. Drug 2: O=C(O)C1(Cc2cccc(Nc3nccs3)n2)CCC(Oc2cccc(Cl)c2F)CC1. Cell line: KPL1. Synergy scores: synergy=-4.35.